This data is from Reaction yield outcomes from USPTO patents with 853,638 reactions. The task is: Predict the reaction yield, written as a fraction of the theoretical maximum amount of product (1.0 means a 100% yield; for example, 0.34 means a 34% yield). (1) The reactants are [C:1]1([C@@H:7]2[CH2:9][C@H:8]2[NH:10][CH2:11][CH:12]2[CH2:17][CH2:16][N:15]([C:18]([O:20][C:21]([CH3:24])([CH3:23])[CH3:22])=[O:19])[CH2:14][CH2:13]2)[CH:6]=[CH:5][CH:4]=[CH:3][CH:2]=1.C(N(CC)CC)C.[F:32][C:33]([F:44])([F:43])[C:34](O[C:34](=[O:35])[C:33]([F:44])([F:43])[F:32])=[O:35].C([O-])([O-])=O.[Na+].[Na+]. The catalyst is C(Cl)(Cl)Cl.ClCCl. The product is [F:32][C:33]([F:44])([F:43])[C:34]([N:10]([CH2:11][CH:12]1[CH2:17][CH2:16][N:15]([C:18]([O:20][C:21]([CH3:24])([CH3:23])[CH3:22])=[O:19])[CH2:14][CH2:13]1)[C@@H:8]1[CH2:9][C@H:7]1[C:1]1[CH:6]=[CH:5][CH:4]=[CH:3][CH:2]=1)=[O:35]. The yield is 0.860. (2) The reactants are C(N(CC)C(C)C)(C)C.[Br:10][C:11]1[CH:12]=[C:13]2[C:18](=[CH:19][CH:20]=1)[N:17]([C:21](=[O:23])[CH3:22])[C@@H:16]([CH3:24])[CH2:15][NH:14]2.Cl[C:26]([O:28][CH:29]([CH3:31])[CH3:30])=[O:27]. The catalyst is ClCCCl. The product is [C:21]([N:17]1[C:18]2[C:13](=[CH:12][C:11]([Br:10])=[CH:20][CH:19]=2)[N:14]([C:26]([O:28][CH:29]([CH3:31])[CH3:30])=[O:27])[CH2:15][C@@H:16]1[CH3:24])(=[O:23])[CH3:22]. The yield is 0.850. (3) The reactants are [CH3:1][CH:2]([CH3:38])[CH2:3][C@H:4]([NH:21][C:22]1[N:27]=[CH:26][C:25]([C:28]([NH:30][CH2:31][CH2:32][C:33]([O:35]CC)=[O:34])=[O:29])=[CH:24][CH:23]=1)[C:5]1[CH:10]=[CH:9][C:8]([C:11]2[CH:16]=[CH:15][C:14]([C:17]([F:20])([F:19])[F:18])=[CH:13][N:12]=2)=[CH:7][CH:6]=1.O1CCCC1.[OH-].[Li+]. The catalyst is CO. The product is [CH3:1][CH:2]([CH3:38])[CH2:3][C@H:4]([NH:21][C:22]1[N:27]=[CH:26][C:25]([C:28]([NH:30][CH2:31][CH2:32][C:33]([OH:35])=[O:34])=[O:29])=[CH:24][CH:23]=1)[C:5]1[CH:10]=[CH:9][C:8]([C:11]2[CH:16]=[CH:15][C:14]([C:17]([F:20])([F:19])[F:18])=[CH:13][N:12]=2)=[CH:7][CH:6]=1. The yield is 0.870. (4) The reactants are [CH:1]([S:4]([N:7]1[C:11]2[CH:12]=[C:13]([C:16](=O)[CH:17]([O:24][Si](C(C)(C)C)(C)C)[C:18]3[CH:23]=[CH:22][CH:21]=[CH:20][CH:19]=3)[CH:14]=[CH:15][C:10]=2[N:9]=[C:8]1[NH2:33])(=[O:6])=[O:5])([CH3:3])[CH3:2].C([O-])(=O)C.[NH4+:38].[F:39][C:40]1[CH:47]=[CH:46][CH:45]=[C:44]([F:48])[C:41]=1[CH:42]=O.[NH4+].[Cl-].[NH4+].[OH-]. The catalyst is C(O)(=O)C.O.C([O-])(=O)C.[Cu+]. The product is [CH:1]([S:4]([N:7]1[C:11]2[CH:12]=[C:13]([C:16]3[N:38]=[C:42]([C:41]4[C:40]([F:39])=[CH:47][CH:46]=[CH:45][C:44]=4[F:48])[O:24][C:17]=3[C:18]3[CH:19]=[CH:20][CH:21]=[CH:22][CH:23]=3)[CH:14]=[CH:15][C:10]=2[N:9]=[C:8]1[NH2:33])(=[O:6])=[O:5])([CH3:2])[CH3:3]. The yield is 0.110. (5) The reactants are F[C:2]1[CH:3]=[CH:4][C:5]([N+:22]([O-:24])=[O:23])=[C:6]([CH2:8][S:9]([C:12]2[C:21]3[C:16](=[CH:17][CH:18]=[CH:19][CH:20]=3)[CH:15]=[CH:14][CH:13]=2)(=[O:11])=[O:10])[CH:7]=1.[CH2:25]([OH:28])[CH2:26][OH:27].C1COCC1. The catalyst is CC(C)([O-])C.[K+]. The product is [C:12]1([S:9]([CH2:8][C:6]2[CH:7]=[C:2]([CH:3]=[CH:4][C:5]=2[N+:22]([O-:24])=[O:23])[O:27][CH2:26][CH2:25][OH:28])(=[O:11])=[O:10])[C:21]2[C:16](=[CH:17][CH:18]=[CH:19][CH:20]=2)[CH:15]=[CH:14][CH:13]=1. The yield is 0.872. (6) The reactants are [CH3:1][O:2][CH2:3][C:4]1[S:5][C:6]2[CH:12]=[CH:11][CH:10]=[CH:9][C:7]=2[N:8]=1.[N+:13]([O-])([OH:15])=[O:14]. The catalyst is S(=O)(=O)(O)O. The product is [CH3:1][O:2][CH2:3][C:4]1[S:5][C:6]2[CH:12]=[C:11]([N+:13]([O-:15])=[O:14])[CH:10]=[CH:9][C:7]=2[N:8]=1. The yield is 0.790. (7) The reactants are [Cl:1][C:2]1[CH:3]=[N+:4]([O-:32])[CH:5]=[C:6]([Cl:31])[C:7]=1[CH2:8][C@@H:9]([C:16]1[CH:21]=[CH:20][C:19]([O:22][CH:23]([F:25])[F:24])=[C:18]([O:26][CH2:27][CH:28]2[CH2:30][CH2:29]2)[CH:17]=1)[O:10][C:11](=[O:15])[CH2:12][CH2:13][OH:14].[C:33]([O:37][C:38]([N:40]([C:45]1[CH:53]=[CH:52][C:48]([C:49](O)=[O:50])=[CH:47][C:46]=1[O:54][CH2:55][CH:56]1[CH2:58][CH2:57]1)[S:41]([CH3:44])(=[O:43])=[O:42])=[O:39])([CH3:36])([CH3:35])[CH3:34].C(Cl)CCl. The catalyst is C(Cl)Cl.CN(C1C=CN=CC=1)C. The product is [C:33]([O:37][C:38]([N:40]([C:45]1[CH:53]=[CH:52][C:48]([C:49]([O:14][CH2:13][CH2:12][C:11]([O:10][C@H:9]([C:16]2[CH:21]=[CH:20][C:19]([O:22][CH:23]([F:25])[F:24])=[C:18]([O:26][CH2:27][CH:28]3[CH2:30][CH2:29]3)[CH:17]=2)[CH2:8][C:7]2[C:2]([Cl:1])=[CH:3][N+:4]([O-:32])=[CH:5][C:6]=2[Cl:31])=[O:15])=[O:50])=[CH:47][C:46]=1[O:54][CH2:55][CH:56]1[CH2:57][CH2:58]1)[S:41]([CH3:44])(=[O:43])=[O:42])=[O:39])([CH3:36])([CH3:34])[CH3:35]. The yield is 0.830.